This data is from Catalyst prediction with 721,799 reactions and 888 catalyst types from USPTO. The task is: Predict which catalyst facilitates the given reaction. (1) Reactant: [F:1][C:2]([F:34])([F:33])[S:3]([O:6][C:7]1[CH:12]=[CH:11][C:10]([C:13]2[N:14]=[N:15][C:16]([N:19]([CH3:30])[CH:20]3[CH2:25][C:24]([CH3:27])([CH3:26])[NH:23][C:22]([CH3:29])([CH3:28])[CH2:21]3)=[CH:17][CH:18]=2)=[C:9]([O:31][CH3:32])[CH:8]=1)(=[O:5])=[O:4].C(O)(=[O:37])C.C(O)(=O)C.IC1C=CC=CC=1.C(O)(=O)C.C(OC(=O)C)(=O)C. Product: [F:34][C:2]([F:33])([F:1])[S:3]([O:6][C:7]1[CH:8]=[C:9]([O:31][CH3:32])[C:10]([C:13]2[N:14]=[N:15][C:16]([N:19]([CH3:30])[CH:20]3[CH2:21][C:22]([CH3:28])([CH3:29])[NH:23][C:24]([CH3:26])([CH3:27])[CH2:25]3)=[CH:17][CH:18]=2)=[C:11]([OH:37])[CH:12]=1)(=[O:4])=[O:5]. The catalyst class is: 318. (2) Reactant: C([O:3][C:4](=[O:39])[C:5]([O:8][C:9]1[CH:14]=[CH:13][C:12]([O:15][CH2:16][CH2:17][CH:18]([O:20][C:21]2[CH:26]=[CH:25][C:24]([CH2:27][CH2:28][CH2:29][CH3:30])=[CH:23][C:22]=2[C:31](=[O:38])[C:32]2[CH:37]=[CH:36][CH:35]=[CH:34][CH:33]=2)[CH3:19])=[CH:11][CH:10]=1)([CH3:7])[CH3:6])C.[OH-].[Na+].Cl. Product: [C:31]([C:22]1[CH:23]=[C:24]([CH2:27][CH2:28][CH2:29][CH3:30])[CH:25]=[CH:26][C:21]=1[O:20][CH:18]([CH3:19])[CH2:17][CH2:16][O:15][C:12]1[CH:11]=[CH:10][C:9]([O:8][C:5]([CH3:7])([CH3:6])[C:4]([OH:39])=[O:3])=[CH:14][CH:13]=1)(=[O:38])[C:32]1[CH:33]=[CH:34][CH:35]=[CH:36][CH:37]=1. The catalyst class is: 40. (3) Reactant: [Cl:1][C:2]1[CH:3]=[C:4]([C@@H:8]([CH:21]=[CH2:22])[C@H:9]([NH:17]C(=O)C)[C:10]2[CH:15]=[CH:14][C:13]([Cl:16])=[CH:12][CH:11]=2)[CH:5]=[CH:6][CH:7]=1.N1C=CC=CC=1.C(Cl)(=O)C(Cl)=O.OCC(O)C.Cl. Product: [Cl:1][C:2]1[CH:3]=[C:4]([C@@H:8]([CH:21]=[CH2:22])[C@@H:9]([C:10]2[CH:11]=[CH:12][C:13]([Cl:16])=[CH:14][CH:15]=2)[NH2:17])[CH:5]=[CH:6][CH:7]=1. The catalyst class is: 219.